From a dataset of Catalyst prediction with 721,799 reactions and 888 catalyst types from USPTO. Predict which catalyst facilitates the given reaction. (1) Reactant: [F:1][C:2]1[CH:12]=[CH:11][CH:10]=[CH:9][C:3]=1[NH:4][C:5]([O:7][CH3:8])=[O:6].[CH:13](O)([CH3:15])[CH3:14].CCCCCC. Product: [F:1][C:2]1[CH:12]=[C:11]([CH:13]([CH3:15])[CH3:14])[CH:10]=[CH:9][C:3]=1[NH:4][C:5]([O:7][CH3:8])=[O:6]. The catalyst class is: 65. (2) Product: [CH:22]1([CH2:25][N:1]2[CH2:2][CH2:3][CH:4]([O:7][C:8]3[CH:16]=[CH:15][C:14]4[N:13]5[CH2:17][CH2:18][NH:19][C:20](=[O:21])[C:12]5=[CH:11][C:10]=4[CH:9]=3)[CH2:5][CH2:6]2)[CH2:24][CH2:23]1. Reactant: [NH:1]1[CH2:6][CH2:5][CH:4]([O:7][C:8]2[CH:16]=[CH:15][C:14]3[N:13]4[CH2:17][CH2:18][NH:19][C:20](=[O:21])[C:12]4=[CH:11][C:10]=3[CH:9]=2)[CH2:3][CH2:2]1.[CH:22]1([CH:25]=O)[CH2:24][CH2:23]1.C(O)(=O)C.C([BH3-])#N.[Na+].C(=O)(O)[O-].[Na+]. The catalyst class is: 30. (3) The catalyst class is: 18. Product: [Br:1][C:2]1[CH:3]=[C:4]2[C:8](=[CH:9][CH:10]=1)[N:7]([C:26](=[O:27])[CH2:25][N:24]([CH3:29])[CH3:23])[CH:6]=[C:5]2/[C:11](=[CH:12]/[C:13]1[CH:14]=[N:15][CH:16]=[CH:17][C:18]=1[O:19][CH3:20])/[C:21]#[N:22]. Reactant: [Br:1][C:2]1[CH:3]=[C:4]2[C:8](=[CH:9][CH:10]=1)[NH:7][CH:6]=[C:5]2/[C:11](/[C:21]#[N:22])=[CH:12]/[C:13]1[CH:14]=[N:15][CH:16]=[CH:17][C:18]=1[O:19][CH3:20].[CH3:23][N:24]([CH3:29])[CH2:25][C:26](O)=[O:27].C1CN([P+](ON2N=NC3C=CC=CC2=3)(N2CCCC2)N2CCCC2)CC1.F[P-](F)(F)(F)(F)F. (4) Reactant: C(OC([NH:8][CH:9]([CH3:46])[C:10]([O:12][C@@:13]([CH3:45])([CH2:18][CH2:19][C:20]1[O:24][N:23]=[C:22]([C:25]2[CH:30]=[CH:29][C:28]([CH3:31])=[C:27]([NH:32][C:33]([C:35]3[N:39]4[CH:40]=[CH:41][C:42]([CH3:44])=[CH:43][C:38]4=[N:37][CH:36]=3)=[O:34])[CH:26]=2)[N:21]=1)[C:14]([F:17])([F:16])[F:15])=[O:11])=O)(C)(C)C.C(OC(N[C@@H](C)C(ON1C(=O)CCC1=O)=O)=O)(C)(C)C.Cl. Product: [NH2:8][CH:9]([CH3:46])[C:10]([O:12][C@@:13]([CH3:45])([CH2:18][CH2:19][C:20]1[O:24][N:23]=[C:22]([C:25]2[CH:30]=[CH:29][C:28]([CH3:31])=[C:27]([NH:32][C:33]([C:35]3[N:39]4[CH:40]=[CH:41][C:42]([CH3:44])=[CH:43][C:38]4=[N:37][CH:36]=3)=[O:34])[CH:26]=2)[N:21]=1)[C:14]([F:16])([F:15])[F:17])=[O:11]. The catalyst class is: 880. (5) Reactant: [Zn:1].[Br:2]CCBr.C[Si](Cl)(C)C.Br[CH2:12][C:13]1[CH:18]=[CH:17][C:16]([S:19]([CH3:22])(=[O:21])=[O:20])=[CH:15][CH:14]=1. Product: [Br-:2].[CH3:22][S:19]([C:16]1[CH:17]=[CH:18][C:13]([CH2:12][Zn+:1])=[CH:14][CH:15]=1)(=[O:21])=[O:20]. The catalyst class is: 1. (6) Reactant: Cl[C:2]1[CH:7]=[N:6][CH:5]=[C:4]([C:8]2[CH:17]=[CH:16][C:15]3[C:10](=[CH:11][CH:12]=[CH:13][CH:14]=3)[CH:9]=2)[N:3]=1.CCN(C(C)C)C(C)C.[NH2:27][CH2:28][CH:29]1[CH2:34][CH2:33][NH:32][CH2:31][CH2:30]1.O. Product: [CH:9]1[C:10]2[C:15](=[CH:14][CH:13]=[CH:12][CH:11]=2)[CH:16]=[CH:17][C:8]=1[C:4]1[N:3]=[C:2]([N:32]2[CH2:33][CH2:34][CH:29]([CH2:28][NH2:27])[CH2:30][CH2:31]2)[CH:7]=[N:6][CH:5]=1. The catalyst class is: 16. (7) Reactant: [CH3:1][O:2][C:3]1[CH:49]=[CH:48][C:6]([CH2:7][O:8][C@@H:9]2[C@@H:17]([CH2:18][O:19][Si](C(C)(C)C)(C)C)[O:16][CH:15]3[CH:11]([N:12]=[C:13]([N:27]([CH2:35][CH2:36][CH3:37])[C:28](=[O:34])[O:29][C:30]([CH3:33])([CH3:32])[CH3:31])[S:14]3)[C@H:10]2[O:38][CH2:39][C:40]2[CH:45]=[CH:44][C:43]([O:46][CH3:47])=[CH:42][CH:41]=2)=[CH:5][CH:4]=1.CCCC[N+](CCCC)(CCCC)CCCC.[F-]. Product: [OH:19][CH2:18][C@H:17]1[O:16][C@H:15]2[C@H:11]([N:12]=[C:13]([N:27]([CH2:35][CH2:36][CH3:37])[C:28](=[O:34])[O:29][C:30]([CH3:33])([CH3:31])[CH3:32])[S:14]2)[C@@H:10]([O:38][CH2:39][C:40]2[CH:41]=[CH:42][C:43]([O:46][CH3:47])=[CH:44][CH:45]=2)[C@@H:9]1[O:8][CH2:7][C:6]1[CH:48]=[CH:49][C:3]([O:2][CH3:1])=[CH:4][CH:5]=1. The catalyst class is: 334. (8) Reactant: Br[C:2]1[CH:3]=[CH:4][C:5]([C:8]([O:10][CH3:11])=[O:9])=[N:6][CH:7]=1.[Cl:12][C:13]1[CH:14]=[CH:15][C:16]([CH3:22])=[C:17](B(O)O)[CH:18]=1.C([O-])([O-])=O.[K+].[K+].O. Product: [Cl:12][C:13]1[CH:18]=[CH:17][C:16]([CH3:22])=[C:15]([C:2]2[CH:3]=[CH:4][C:5]([C:8]([O:10][CH3:11])=[O:9])=[N:6][CH:7]=2)[CH:14]=1. The catalyst class is: 800.